Dataset: Retrosynthesis with 50K atom-mapped reactions and 10 reaction types from USPTO. Task: Predict the reactants needed to synthesize the given product. (1) Given the product NS(=O)(=O)c1ccccc1NS(=O)(=O)c1cccc(Cl)c1F, predict the reactants needed to synthesize it. The reactants are: Nc1ccccc1S(N)(=O)=O.O=S(=O)(Cl)c1cccc(Cl)c1F. (2) Given the product CNC(=S)NCCSCc1ncccc1N, predict the reactants needed to synthesize it. The reactants are: CN=C=S.NCCSCc1ncccc1N. (3) Given the product O=C(O)c1cncc(Oc2ccc([N+](=O)[O-])cc2Cl)c1, predict the reactants needed to synthesize it. The reactants are: COC(=O)c1cncc(Oc2ccc([N+](=O)[O-])cc2Cl)c1. (4) Given the product CCN1C(=O)CNc2ncc(-c3ccc(-c4ncn(C5CCCCO5)n4)nc3C)nc21, predict the reactants needed to synthesize it. The reactants are: CCN1C(=O)CNc2ncc(B3OC(C)(C)C(C)(C)O3)nc21.Cc1nc(-c2ncn(C3CCCCO3)n2)ccc1Br. (5) Given the product COc1cccc(C(=O)N(Cc2cc(=O)[nH]c3c(F)cccc23)c2cccc(Cl)c2)c1, predict the reactants needed to synthesize it. The reactants are: COc1cccc(C(=O)Cl)c1.O=c1cc(CNc2cccc(Cl)c2)c2cccc(F)c2[nH]1. (6) Given the product CO[C@H]1CN(Cc2ccccc2)C[C@H]1NC(=O)OC(C)(C)C, predict the reactants needed to synthesize it. The reactants are: CC(C)(C)OC(=O)OC(=O)OC(C)(C)C.CO[C@H]1CN(Cc2ccccc2)C[C@H]1N.